From a dataset of Reaction yield outcomes from USPTO patents with 853,638 reactions. Predict the reaction yield, written as a fraction of the theoretical maximum amount of product (1.0 means a 100% yield; for example, 0.34 means a 34% yield). (1) The reactants are Cl.[F:2][C:3]1([F:14])[CH2:7][NH:6][C@@H:5]([CH2:8][CH:9]([CH3:13])[C:10]([OH:12])=[O:11])[CH2:4]1.Br[CH2:16][C:17]1[NH:22][C:21]([C:23]2[S:24][CH:25]=[CH:26][N:27]=2)=[N:20][C@@H:19]([C:28]2[CH:33]=[CH:32][C:31]([F:34])=[CH:30][C:29]=2[Cl:35])[C:18]=1[C:36]([O:38][CH2:39][CH3:40])=[O:37].C(=O)([O-])[O-].[K+].[K+]. The catalyst is C(O)C. The product is [Cl:35][C:29]1[CH:30]=[C:31]([F:34])[CH:32]=[CH:33][C:28]=1[C@@H:19]1[N:20]=[C:21]([C:23]2[S:24][CH:25]=[CH:26][N:27]=2)[NH:22][C:17]([CH2:16][N:6]2[CH2:7][C:3]([F:2])([F:14])[CH2:4][C@@H:5]2[CH2:8][CH:9]([CH3:13])[C:10]([OH:12])=[O:11])=[C:18]1[C:36]([O:38][CH2:39][CH3:40])=[O:37]. The yield is 0.470. (2) The yield is 0.670. The product is [C:1]([C:5]1[CH:9]=[C:8]([CH2:10][NH:11][C:32]([NH:31][C:28]2[CH:27]=[CH:26][C:25]([C:21]([OH:24])([CH2:20][OH:19])[CH2:22][OH:23])=[CH:30][CH:29]=2)=[O:33])[N:7]([C:12]2[CH:17]=[CH:16][CH:15]=[C:14]([Cl:18])[CH:13]=2)[N:6]=1)([CH3:4])([CH3:2])[CH3:3]. The catalyst is CC#N. The reactants are [C:1]([C:5]1[CH:9]=[C:8]([CH2:10][NH2:11])[N:7]([C:12]2[CH:17]=[CH:16][CH:15]=[C:14]([Cl:18])[CH:13]=2)[N:6]=1)([CH3:4])([CH3:3])[CH3:2].[OH:19][CH2:20][C:21]([C:25]1[CH:30]=[CH:29][C:28]([NH:31][C:32](=O)[O:33]C2C=CC=CC=2)=[CH:27][CH:26]=1)([OH:24])[CH2:22][OH:23].